The task is: Predict which catalyst facilitates the given reaction.. This data is from Catalyst prediction with 721,799 reactions and 888 catalyst types from USPTO. (1) Reactant: C(OC([N:8]1[CH2:22][CH:21]([CH2:23][OH:24])[N:11]2[C:12]3[CH:13]=[C:14]([CH3:20])[C:15](Br)=[CH:16][C:17]=3[CH:18]=[C:10]2[CH2:9]1)=O)(C)(C)C.C([SnH](CCCC)CCCC)CCC. Product: [NH3:8].[CH3:20][C:14]1[CH:15]=[CH:16][C:17]2[CH:18]=[C:10]3[CH2:9][NH:8][CH2:22][C@@H:21]([CH2:23][OH:24])[N:11]3[C:12]=2[CH:13]=1. The catalyst class is: 11. (2) Reactant: Cl.[NH2:2][CH2:3][C:4]1[CH:9]=[CH:8][C:7]([NH:10]/[C:11](=[C:18]2\[C:19](=[O:30])[NH:20][C:21]3[C:26]\2=[CH:25][C:24]([N+:27]([O-:29])=[O:28])=[CH:23][CH:22]=3)/[C:12]2[CH:17]=[CH:16][CH:15]=[CH:14][CH:13]=2)=[CH:6][CH:5]=1.[CH:31](=O)[CH2:32][CH2:33][CH3:34].C([BH3-])#N.[Na+]. Product: [CH2:31]([N:2]([CH2:3][C:4]1[CH:5]=[CH:6][C:7]([NH:10]/[C:11](=[C:18]2\[C:19](=[O:30])[NH:20][C:21]3[C:26]\2=[CH:25][C:24]([N+:27]([O-:29])=[O:28])=[CH:23][CH:22]=3)/[C:12]2[CH:13]=[CH:14][CH:15]=[CH:16][CH:17]=2)=[CH:8][CH:9]=1)[CH2:3][CH2:4][CH2:5][CH3:6])[CH2:32][CH2:33][CH3:34]. The catalyst class is: 5. (3) Reactant: [NH2:1][C:2]1[CH:3]=[C:4]([CH:7]=[CH:8][C:9]=1[NH:10][CH2:11][CH2:12][CH3:13])[C:5]#[N:6].Cl.[Cl:15][CH2:16][C:17](=N)OCC. Product: [ClH:15].[CH2:11]([N:10]1[C:9]2[CH:8]=[CH:7][C:4]([C:5]#[N:6])=[CH:3][C:2]=2[N:1]=[C:17]1[CH2:16][Cl:15])[CH2:12][CH3:13]. The catalyst class is: 8. (4) Reactant: [OH:1][CH:2]([C:21]([CH3:24])([CH3:23])[CH3:22])[CH2:3][C:4]1[C:8]2[CH:9]=[C:10]([O:13][CH3:14])[CH:11]=[CH:12][C:7]=2[S:6][C:5]=1[C:15](=[O:20])[C:16]([CH3:19])([CH3:18])[CH3:17]. Product: [CH3:17][C:16]([CH3:19])([CH3:18])[C:15]([C:5]1[S:6][C:7]2[CH:12]=[CH:11][C:10]([O:13][CH3:14])=[CH:9][C:8]=2[C:4]=1[CH2:3][C:2](=[O:1])[C:21]([CH3:22])([CH3:23])[CH3:24])=[O:20]. The catalyst class is: 23. (5) Reactant: CC1C(=O)N2N(C(CBr)=C(C)C2=O)C=1C.CC(N[C@H](C([NH:25][C@H:26]1[C@@H:31]([O:32][CH:33]2[C@H:38]([OH:39])[C@H:37]([OH:40])[CH:36]([OH:41])[C@H:35]([OH:42])[C@H:34]2[OH:43])[O:30][C@H:29]([CH2:44][OH:45])[C@@H:28]([OH:46])[C@@H:27]1[OH:47])=O)CS)=O.O=C[C@@H]([C@H]([C@@H]([C@@H](CO)O)O)O)O.CC1C(=O)N2N(C(C[S:73][CH2:74][C@@H:75]([NH:101][C:102]([CH3:104])=[O:103])[C:76]([NH:78][C@H:79]3[C@@H:84]([O:85][CH:86]4[C@H:91]([OH:92])[C@H:90]([OH:93])[CH:89]([OH:94])[C@H:88]([OH:95])[C@H:87]4[OH:96])[O:83][C@H:82]([CH2:97][OH:98])[C@@H:81]([OH:99])[C@@H:80]3[OH:100])=[O:77])=C(C)C2=O)C=1C. Product: [CH2:44]([OH:45])[C@H:29]1[O:30][C@H:31]([O:32][CH:33]2[C@H:34]([OH:43])[C@H:35]([OH:42])[CH:36]([OH:41])[C@H:37]([OH:40])[C@H:38]2[OH:39])[C@H:26]([NH3+:25])[C@@H:27]([OH:47])[C@@H:28]1[OH:46].[CH3:104][C:102]([NH:101][C@H:75]([C:76]([NH:78][C@H:79]1[C@@H:84]([O:85][CH:86]2[C@H:91]([OH:92])[C@H:90]([OH:93])[CH:89]([OH:94])[C@H:88]([OH:95])[C@H:87]2[OH:96])[O:83][C@H:82]([CH2:97][OH:98])[C@@H:81]([OH:99])[C@@H:80]1[OH:100])=[O:77])[CH2:74][SH:73])=[O:103]. The catalyst class is: 10.